This data is from Forward reaction prediction with 1.9M reactions from USPTO patents (1976-2016). The task is: Predict the product of the given reaction. (1) Given the reactants [N:1]1([N:6]=[CH:7][C:8]2[C:16]3[C:11](=[CH:12][C:13]([NH:17][C:18]4[CH:26]=[CH:25][CH:24]=[CH:23][C:19]=4[C:20]([OH:22])=[O:21])=[CH:14][CH:15]=3)[N:10](COCC[Si](C)(C)C)[N:9]=2)[CH:5]=[CH:4][CH:3]=[CH:2]1.C1(N)C=CC=C(N)C=1, predict the reaction product. The product is: [N:1]1([N:6]=[CH:7][C:8]2[C:16]3[C:11](=[CH:12][C:13]([NH:17][C:18]4[CH:26]=[CH:25][CH:24]=[CH:23][C:19]=4[C:20]([OH:22])=[O:21])=[CH:14][CH:15]=3)[NH:10][N:9]=2)[CH:5]=[CH:4][CH:3]=[CH:2]1. (2) Given the reactants [CH2:1]([O:3][C:4]([C:6]1[N:7]=[C:8]2[C:13]([C:14]([F:17])([F:16])[F:15])=[CH:12][C:11](Br)=[CH:10][N:9]2[C:19]=1[N+:20]([O-:22])=[O:21])=[O:5])[CH3:2].[O:23]1[CH:27]=[CH:26][C:25](B(O)O)=[CH:24]1, predict the reaction product. The product is: [CH2:1]([O:3][C:4]([C:6]1[N:7]=[C:8]2[C:13]([C:14]([F:17])([F:16])[F:15])=[CH:12][C:11]([C:25]3[CH:26]=[CH:27][O:23][CH:24]=3)=[CH:10][N:9]2[C:19]=1[N+:20]([O-:22])=[O:21])=[O:5])[CH3:2]. (3) Given the reactants [C:1](#[N:3])[CH3:2].C1COCC1.[Li]CCCC.[Si](OCC([O:25][CH2:26][CH3:27])=O)(C(C)(C)C)(C)C.[C:28]1([NH:34][NH2:35])[CH:33]=[CH:32][CH:31]=[CH:30][CH:29]=1.Cl, predict the reaction product. The product is: [NH2:3][C:1]1[N:34]([C:28]2[CH:33]=[CH:32][CH:31]=[CH:30][CH:29]=2)[N:35]=[C:27]([CH2:26][OH:25])[CH:2]=1. (4) Given the reactants [CH:1]1([C:8]2[CH:17]=[CH:16][C:11]3[NH:12][C:13](=[O:15])[O:14][C:10]=3[CH:9]=2)[CH2:6][CH2:5][C:4](=O)[CH2:3][CH2:2]1.[CH3:18][NH2:19].[BH4-].[Na+].CO, predict the reaction product. The product is: [CH3:18][NH:19][C@H:4]1[CH2:5][CH2:6][C@H:1]([C:8]2[CH:17]=[CH:16][C:11]3[NH:12][C:13](=[O:15])[O:14][C:10]=3[CH:9]=2)[CH2:2][CH2:3]1.